This data is from Rat liver microsome stability data. The task is: Regression/Classification. Given a drug SMILES string, predict its absorption, distribution, metabolism, or excretion properties. Task type varies by dataset: regression for continuous measurements (e.g., permeability, clearance, half-life) or binary classification for categorical outcomes (e.g., BBB penetration, CYP inhibition). Dataset: rlm. (1) The drug is COc1ccc(-c2cc(C)nc3c(-c4ccc(OC)c(OC)c4)c(C)nn23)cc1. The result is 0 (unstable in rat liver microsomes). (2) The molecule is CCc1ccc(C2N=C(N)Nc3nc4ccccc4n32)cc1. The result is 1 (stable in rat liver microsomes). (3) The molecule is O=C(/C=C/c1ccc2c(c1)nc(CCc1ccccc1)n2CCN1CCCC1)NO. The result is 1 (stable in rat liver microsomes). (4) The molecule is C=C[C@@H]1C[C@]1(NC(=O)[C@@H]1C[C@@H](Oc2cc(-c3ccccc3)nc3cc(OC)ccc23)CN1C(=O)[C@@H](NC(=O)OC(C)(C)C)C(C)(C)C)C(=O)NS(=O)(=O)C1CC1. The result is 0 (unstable in rat liver microsomes).